From a dataset of Reaction yield outcomes from USPTO patents with 853,638 reactions. Predict the reaction yield, written as a fraction of the theoretical maximum amount of product (1.0 means a 100% yield; for example, 0.34 means a 34% yield). (1) The reactants are C1(N2CCN(CC3CCC4C(=CC=CC=4)N3)CC2)C2C(=CC=CC=2)C=CN=1.[F:28][C:29]([F:58])([F:57])[O:30][C:31]1[CH:32]=[C:33]2[C:38](=[CH:39][CH:40]=1)[N:37]=[C:36]([CH2:41][N:42]1[CH2:47][CH2:46][N:45]([C:48]3[CH:56]=[CH:55][CH:54]=[C:53]4[C:49]=3[CH:50]=[CH:51][NH:52]4)[CH2:44][CH2:43]1)[CH:35]=[CH:34]2. No catalyst specified. The product is [F:57][C:29]([F:28])([F:58])[O:30][C:31]1[CH:32]=[C:33]2[C:38](=[CH:39][CH:40]=1)[NH:37][CH:36]([CH2:41][N:42]1[CH2:47][CH2:46][N:45]([C:48]3[CH:56]=[CH:55][CH:54]=[C:53]4[C:49]=3[CH:50]=[CH:51][NH:52]4)[CH2:44][CH2:43]1)[CH2:35][CH2:34]2. The yield is 0.290. (2) The reactants are [F:1][C:2]1[CH:7]=[CH:6][C:5]([N:8]2[C:13]([CH3:14])=[CH:12][CH:11]=[C:10]([C:15]#N)[C:9]2=[O:17])=[CH:4][C:3]=1[CH3:18].[OH2:19].S(=O)(=O)(O)[OH:21]. No catalyst specified. The product is [F:1][C:2]1[CH:7]=[CH:6][C:5]([N:8]2[C:13]([CH3:14])=[CH:12][CH:11]=[C:10]([C:15]([OH:21])=[O:19])[C:9]2=[O:17])=[CH:4][C:3]=1[CH3:18]. The yield is 0.580. (3) The reactants are [CH3:1][Si:2]([CH3:13])([CH3:12])[CH2:3][CH2:4][O:5][CH2:6][N:7]1[CH:11]=[CH:10][N:9]=[CH:8]1.C(N(CC)CC)C.[F:21][C:22]1[CH:30]=[CH:29][C:28]([I:31])=[CH:27][C:23]=1[C:24](Cl)=[O:25]. The catalyst is N1C=CC=CC=1.C(#N)C. The product is [F:21][C:22]1[CH:30]=[CH:29][C:28]([I:31])=[CH:27][C:23]=1[C:24]([C:8]1[N:7]([CH2:6][O:5][CH2:4][CH2:3][Si:2]([CH3:13])([CH3:12])[CH3:1])[CH:11]=[CH:10][N:9]=1)=[O:25]. The yield is 0.320. (4) The reactants are [OH-].[Na+].[Cl:3][C:4]1[CH:9]=[CH:8][CH:7]=[C:6]([Cl:10])[C:5]=1[C:11]1[C:15]([CH2:16][O:17][C:18]2[CH:23]=[CH:22][C:21]([C:24]3[CH:25]=[C:26]4[C:31](=[CH:32][CH:33]=3)[N:30]=[C:29]([C:34]([O:36]CC)=[O:35])[CH:28]=[C:27]4[CH3:39])=[CH:20][CH:19]=2)=[C:14]([CH:40]([CH3:42])[CH3:41])[O:13][N:12]=1.Cl.O. The catalyst is O1CCCC1.CO. The product is [Cl:10][C:6]1[CH:7]=[CH:8][CH:9]=[C:4]([Cl:3])[C:5]=1[C:11]1[C:15]([CH2:16][O:17][C:18]2[CH:23]=[CH:22][C:21]([C:24]3[CH:25]=[C:26]4[C:31](=[CH:32][CH:33]=3)[N:30]=[C:29]([C:34]([OH:36])=[O:35])[CH:28]=[C:27]4[CH3:39])=[CH:20][CH:19]=2)=[C:14]([CH:40]([CH3:42])[CH3:41])[O:13][N:12]=1. The yield is 0.910.